From a dataset of NCI-60 drug combinations with 297,098 pairs across 59 cell lines. Regression. Given two drug SMILES strings and cell line genomic features, predict the synergy score measuring deviation from expected non-interaction effect. (1) Drug 2: C1CN(P(=O)(OC1)NCCCl)CCCl. Drug 1: CC1=C(C(CCC1)(C)C)C=CC(=CC=CC(=CC(=O)O)C)C. Synergy scores: CSS=3.91, Synergy_ZIP=-0.00590, Synergy_Bliss=-0.581, Synergy_Loewe=-0.970, Synergy_HSA=-2.51. Cell line: HCT-15. (2) Drug 1: CN(C)C1=NC(=NC(=N1)N(C)C)N(C)C. Drug 2: C(=O)(N)NO. Cell line: T-47D. Synergy scores: CSS=-11.6, Synergy_ZIP=2.27, Synergy_Bliss=-3.59, Synergy_Loewe=-8.11, Synergy_HSA=-8.04. (3) Drug 1: CC1=C(N=C(N=C1N)C(CC(=O)N)NCC(C(=O)N)N)C(=O)NC(C(C2=CN=CN2)OC3C(C(C(C(O3)CO)O)O)OC4C(C(C(C(O4)CO)O)OC(=O)N)O)C(=O)NC(C)C(C(C)C(=O)NC(C(C)O)C(=O)NCCC5=NC(=CS5)C6=NC(=CS6)C(=O)NCCC[S+](C)C)O. Drug 2: CCC1(C2=C(COC1=O)C(=O)N3CC4=CC5=C(C=CC(=C5CN(C)C)O)N=C4C3=C2)O.Cl. Cell line: SK-MEL-28. Synergy scores: CSS=30.7, Synergy_ZIP=-2.65, Synergy_Bliss=6.01, Synergy_Loewe=-14.5, Synergy_HSA=6.69.